Dataset: Reaction yield outcomes from USPTO patents with 853,638 reactions. Task: Predict the reaction yield, written as a fraction of the theoretical maximum amount of product (1.0 means a 100% yield; for example, 0.34 means a 34% yield). The yield is 1.00. No catalyst specified. The reactants are COC1C=C(OC)C=CC=1C[N:12]([CH:21]([CH2:59][CH2:60][CH2:61][C:62]1[CH:67]=[CH:66][C:65]([N+:68]([O-:70])=[O:69])=[CH:64][CH:63]=1)[CH2:22][N:23]1[CH2:34][CH2:33][N:32]([CH2:35][C:36](=[O:42])[O:37]C(C)(C)C)[CH2:31][CH2:30][N:29]([CH2:43][C:44](=[O:50])[O:45]C(C)(C)C)[CH2:28][CH2:27][N:26]([CH2:51][C:52]([O:54]C(C)(C)C)=[O:53])[CH2:25][CH2:24]1)[CH2:13][C:14]([O:16]C(C)(C)C)=[O:15].Cl. The product is [N+:68]([C:65]1[CH:66]=[CH:67][C:62]([CH2:61][CH2:60][CH2:59][CH:21]([NH:12][CH2:13][C:14]([OH:16])=[O:15])[CH2:22][N:23]2[CH2:24][CH2:25][N:26]([CH2:51][C:52]([OH:54])=[O:53])[CH2:27][CH2:28][N:29]([CH2:43][C:44]([OH:50])=[O:45])[CH2:30][CH2:31][N:32]([CH2:35][C:36]([OH:42])=[O:37])[CH2:33][CH2:34]2)=[CH:63][CH:64]=1)([O-:70])=[O:69].